This data is from Ames mutagenicity test results for genotoxicity prediction. The task is: Regression/Classification. Given a drug SMILES string, predict its toxicity properties. Task type varies by dataset: regression for continuous values (e.g., LD50, hERG inhibition percentage) or binary classification for toxic/non-toxic outcomes (e.g., AMES mutagenicity, cardiotoxicity, hepatotoxicity). Dataset: ames. (1) The drug is Cc1ccccc1N=O. The result is 1 (mutagenic). (2) The drug is Nc1ccc(-c2ccc(N)cc2S(=O)(=O)O)c(S(=O)(=O)O)c1. The result is 0 (non-mutagenic). (3) The compound is O=[N+]([O-])c1cccc(S(=O)(=O)OC[C@H]2CO2)c1. The result is 1 (mutagenic). (4) The compound is Oc1c2c3c(ccc4ccc5cccc1c5c43)-c1ccccc1-2. The result is 0 (non-mutagenic). (5) The drug is O=S1(=O)CCCC1. The result is 0 (non-mutagenic). (6) The molecule is O=CC(Cl)=C(Cl)Cl. The result is 1 (mutagenic). (7) The drug is CC(C)CCON=O. The result is 1 (mutagenic). (8) The molecule is COc1c2ccc(O)cc2nc2occc12. The result is 0 (non-mutagenic).